From a dataset of Full USPTO retrosynthesis dataset with 1.9M reactions from patents (1976-2016). Predict the reactants needed to synthesize the given product. (1) Given the product [OH:7][CH:3]([CH2:2][CH3:1])[CH2:4][C:5]1[O:8][N:9]=[C:10]([CH2:11][CH2:12][C@@:13]([CH3:28])([S:24]([CH3:27])(=[O:26])=[O:25])[C:14]([O:16][CH2:17][C:18]2[CH:23]=[CH:22][CH:21]=[CH:20][CH:19]=2)=[O:15])[CH:6]=1, predict the reactants needed to synthesize it. The reactants are: [CH3:1][CH2:2][CH:3]([OH:7])[CH2:4][C:5]#[CH:6].[OH:8]/[N:9]=[CH:10]/[CH2:11][CH2:12][C@@:13]([CH3:28])([S:24]([CH3:27])(=[O:26])=[O:25])[C:14]([O:16][CH2:17][C:18]1[CH:23]=[CH:22][CH:21]=[CH:20][CH:19]=1)=[O:15].[O-]Cl=O.[Na+]. (2) Given the product [Na+:29].[C:1]1([CH2:11][N:12]2[C:16]3[CH:17]=[CH:18][CH:19]=[CH:20][C:15]=3[N:14]=[C:13]2[S:21][CH2:22][CH2:23][CH2:24][C:25]([O-:27])=[O:26])[C:10]2[C:5](=[CH:6][CH:7]=[CH:8][CH:9]=2)[CH:4]=[CH:3][CH:2]=1, predict the reactants needed to synthesize it. The reactants are: [C:1]1([CH2:11][N:12]2[C:16]3[CH:17]=[CH:18][CH:19]=[CH:20][C:15]=3[N:14]=[C:13]2[S:21][CH2:22][CH2:23][CH2:24][C:25]([OH:27])=[O:26])[C:10]2[C:5](=[CH:6][CH:7]=[CH:8][CH:9]=2)[CH:4]=[CH:3][CH:2]=1.[OH-].[Na+:29]. (3) Given the product [O:1]([C:8]1[CH:20]=[CH:19][C:11]([C:12]([OH:14])=[O:13])=[C:10]([NH:21][S:22](/[CH:25]=[CH:26]/[C:27]2[CH:32]=[CH:31][CH:30]=[CH:29][CH:28]=2)(=[O:24])=[O:23])[CH:9]=1)[C:2]1[CH:3]=[CH:4][CH:5]=[CH:6][CH:7]=1, predict the reactants needed to synthesize it. The reactants are: [O:1]([C:8]1[CH:20]=[CH:19][C:11]([C:12]([O:14]C(C)(C)C)=[O:13])=[C:10]([NH:21][S:22](/[CH:25]=[CH:26]/[C:27]2[CH:32]=[CH:31][CH:30]=[CH:29][CH:28]=2)(=[O:24])=[O:23])[CH:9]=1)[C:2]1[CH:7]=[CH:6][CH:5]=[CH:4][CH:3]=1. (4) The reactants are: [F:1][C:2]([F:29])([F:28])[C:3]1[CH:8]=[CH:7][C:6]([C:9]2[CH:14]=[CH:13][CH:12]=[CH:11][C:10]=2[C:15]([NH:17][C:18]2[CH:23]=[CH:22][C:21]([CH2:24][C:25](O)=[O:26])=[CH:20][CH:19]=2)=[O:16])=[CH:5][CH:4]=1.C1C=CC2N(O)N=NC=2C=1.CCN=C=NCCCN(C)C.Cl.[CH3:52][C:53]1[C:54]([NH2:59])=[N:55][CH:56]=[CH:57][CH:58]=1. Given the product [CH3:52][C:53]1[C:54]([NH:59][C:25](=[O:26])[CH2:24][C:21]2[CH:22]=[CH:23][C:18]([NH:17][C:15]([C:10]3[C:9]([C:6]4[CH:7]=[CH:8][C:3]([C:2]([F:28])([F:1])[F:29])=[CH:4][CH:5]=4)=[CH:14][CH:13]=[CH:12][CH:11]=3)=[O:16])=[CH:19][CH:20]=2)=[N:55][CH:56]=[CH:57][CH:58]=1, predict the reactants needed to synthesize it. (5) Given the product [Cl:10][C:11]1[N:16]=[CH:15][N:14]=[C:13]([CH2:17][C:18]2[CH:23]=[CH:22][C:21]([NH:24][C:34]([NH:33][C:30]3[CH:31]=[CH:32][C:27]([CH2:25][CH3:26])=[CH:28][CH:29]=3)=[O:35])=[CH:20][CH:19]=2)[CH:12]=1, predict the reactants needed to synthesize it. The reactants are: CCN(C(C)C)C(C)C.[Cl:10][C:11]1[N:16]=[CH:15][N:14]=[C:13]([CH2:17][C:18]2[CH:23]=[CH:22][C:21]([NH2:24])=[CH:20][CH:19]=2)[CH:12]=1.[CH2:25]([C:27]1[CH:32]=[CH:31][C:30]([N:33]=[C:34]=[O:35])=[CH:29][CH:28]=1)[CH3:26]. (6) Given the product [ClH:40].[ClH:40].[CH:30]1([C@H:14]([NH:13][C:11](=[O:12])[C@H:9]([CH3:10])[NH:8][CH3:36])[C:15]([N:17]2[C@H:22]([C:23]([NH:52][C@H:45]3[C:46]4[C:51](=[CH:50][CH:49]=[CH:48][CH:47]=4)[C:42]([F:41])([F:53])[CH2:43][CH2:44]3)=[O:24])[CH2:21][N:20]3[CH2:27][CH2:28][CH2:29][C@@H:19]3[CH2:18]2)=[O:16])[CH2:31][CH2:32][CH2:33][CH2:34][CH2:35]1, predict the reactants needed to synthesize it. The reactants are: C(OC([N:8]([CH3:36])[C@H:9]([C:11]([NH:13][C@@H:14]([CH:30]1[CH2:35][CH2:34][CH2:33][CH2:32][CH2:31]1)[C:15]([N:17]1[C@H:22]([C:23](OC)=[O:24])[CH2:21][N:20]2[CH2:27][CH2:28][CH2:29][C@@H:19]2[CH2:18]1)=[O:16])=[O:12])[CH3:10])=O)(C)(C)C.O.[OH-].[Li+].[ClH:40].[F:41][C:42]1([F:53])[C:51]2[C:46](=[CH:47][CH:48]=[CH:49][CH:50]=2)[C@H:45]([NH2:52])[CH2:44][CH2:43]1.Cl.C(N=C=NCCCN(C)C)C.ON1C2C=CC=CC=2N=N1.C(OCC)(=O)C.Cl.C(=O)([O-])O.[Na+]. (7) The reactants are: [CH2:1]([N:3]1[C:8](=[O:9])[CH:7]=[CH:6][C:5]([C:10]2[S:14][C:13]([C:15](OCC)=[O:16])=[N:12][C:11]=2[C:20]2[CH:25]=[CH:24][CH:23]=[CH:22][CH:21]=2)=[N:4]1)[CH3:2].[CH:26]([NH2:29])([CH3:28])[CH3:27]. Given the product [CH2:1]([N:3]1[C:8](=[O:9])[CH:7]=[CH:6][C:5]([C:10]2[S:14][C:13]([C:15]([NH:29][CH:26]([CH3:28])[CH3:27])=[O:16])=[N:12][C:11]=2[C:20]2[CH:25]=[CH:24][CH:23]=[CH:22][CH:21]=2)=[N:4]1)[CH3:2], predict the reactants needed to synthesize it.